Predict which catalyst facilitates the given reaction. From a dataset of Catalyst prediction with 721,799 reactions and 888 catalyst types from USPTO. (1) Reactant: Br[C:2]1[C:7]2=[CH:8][N:9]([C:11]3[C:16]([Cl:17])=[CH:15][C:14]([CH:18]=[CH2:19])=[CH:13][C:12]=3[Cl:20])[N:10]=[C:6]2[C:5]([F:21])=[CH:4][N:3]=1.[CH3:22][C:23]1[N:28]=[CH:27][N:26]=[C:25]([NH2:29])[CH:24]=1.CC1(C)C2C(=C(P(C3C=CC=CC=3)C3C=CC=CC=3)C=CC=2)OC2C(P(C3C=CC=CC=3)C3C=CC=CC=3)=CC=CC1=2.C(=O)([O-])[O-].[Cs+].[Cs+]. Product: [Cl:20][C:12]1[CH:13]=[C:14]([CH:18]=[CH2:19])[CH:15]=[C:16]([Cl:17])[C:11]=1[N:9]1[CH:8]=[C:7]2[C:2]([NH:29][C:25]3[CH:24]=[C:23]([CH3:22])[N:28]=[CH:27][N:26]=3)=[N:3][CH:4]=[C:5]([F:21])[C:6]2=[N:10]1. The catalyst class is: 62. (2) Reactant: [Cl:1][C:2]1[CH:7]=[CH:6][C:5]([CH:8]([C:38]2[CH:43]=[CH:42][C:41]([Cl:44])=[CH:40][CH:39]=2)[N:9]2[CH2:12][C:11](=[C:13]([S:34]([CH3:37])(=[O:36])=[O:35])[C:14]3[CH:19]=[CH:18][CH:17]=[C:16]([C:20](OC4C(F)=C(F)C(F)=C(F)C=4F)=[O:21])[CH:15]=3)[CH2:10]2)=[CH:4][CH:3]=1.[NH2:45][N:46]1[CH2:51][CH2:50][CH2:49][CH2:48][CH2:47]1.CN(C)C=O. Product: [Cl:44][C:41]1[CH:42]=[CH:43][C:38]([CH:8]([C:5]2[CH:4]=[CH:3][C:2]([Cl:1])=[CH:7][CH:6]=2)[N:9]2[CH2:12][C:11](=[C:13]([S:34]([CH3:37])(=[O:35])=[O:36])[C:14]3[CH:19]=[CH:18][CH:17]=[C:16]([C:20](=[O:21])[NH:45][N:46]4[CH2:51][CH2:50][CH2:49][CH2:48][CH2:47]4)[CH:15]=3)[CH2:10]2)=[CH:39][CH:40]=1. The catalyst class is: 13. (3) Reactant: [CH3:1][O:2][C:3]1[CH:4]=[CH:5][C:6]2[CH2:12][CH2:11][CH2:10][NH:9][C:8](=O)[C:7]=2[CH:14]=1.[H-].[Al+3].[Li+].[H-].[H-].[H-]. Product: [CH3:1][O:2][C:3]1[CH:4]=[CH:5][C:6]2[CH2:12][CH2:11][CH2:10][NH:9][CH2:8][C:7]=2[CH:14]=1. The catalyst class is: 7. (4) Reactant: [Cl:1][C:2]1[N:7]=[C:6]2[CH:8]=[C:9]([C:11]([OH:13])=O)[NH:10][C:5]2=[CH:4][CH:3]=1.[Cl:14][C:15]1[CH:16]=[C:17]([CH:22]=[CH:23][C:24]=1[Cl:25])[C:18]([NH:20][NH2:21])=[O:19].CCN(C(C)C)C(C)C.C1C=CC2N(O)N=NC=2C=1.CCN=C=NCCCN(C)C. Product: [Cl:1][C:2]1[N:7]=[C:6]2[CH:8]=[C:9]([C:11]([NH:21][NH:20][C:18](=[O:19])[C:17]3[CH:22]=[CH:23][C:24]([Cl:25])=[C:15]([Cl:14])[CH:16]=3)=[O:13])[NH:10][C:5]2=[CH:4][CH:3]=1. The catalyst class is: 3.